From a dataset of Peptide-MHC class II binding affinity with 134,281 pairs from IEDB. Regression. Given a peptide amino acid sequence and an MHC pseudo amino acid sequence, predict their binding affinity value. This is MHC class II binding data. (1) The peptide sequence is KYKANWIEIMRIKKL. The MHC is DRB5_0101 with pseudo-sequence DRB5_0101. The binding affinity (normalized) is 0.731. (2) The peptide sequence is KNVFDDVVPEKYTIG. The MHC is DRB4_0101 with pseudo-sequence DRB4_0103. The binding affinity (normalized) is 0.149. (3) The peptide sequence is DEAHFTDPASIAARG. The MHC is DRB1_0101 with pseudo-sequence DRB1_0101. The binding affinity (normalized) is 0.261. (4) The peptide sequence is LAKYKANWIEIMRIK. The MHC is HLA-DPA10301-DPB10402 with pseudo-sequence HLA-DPA10301-DPB10402. The binding affinity (normalized) is 0.696. (5) The peptide sequence is GELQIVDNIDAAFKI. The MHC is DRB1_0701 with pseudo-sequence DRB1_0701. The binding affinity (normalized) is 0.565. (6) The binding affinity (normalized) is 0. The MHC is HLA-DPA10103-DPB10301 with pseudo-sequence HLA-DPA10103-DPB10301. The peptide sequence is AVTYYKEADYSQIPI.